Task: Regression. Given two drug SMILES strings and cell line genomic features, predict the synergy score measuring deviation from expected non-interaction effect.. Dataset: NCI-60 drug combinations with 297,098 pairs across 59 cell lines (1) Drug 1: C1=C(C(=O)NC(=O)N1)N(CCCl)CCCl. Drug 2: C1=NC2=C(N=C(N=C2N1C3C(C(C(O3)CO)O)O)F)N. Cell line: HCT116. Synergy scores: CSS=8.94, Synergy_ZIP=-7.15, Synergy_Bliss=-8.55, Synergy_Loewe=-11.9, Synergy_HSA=-7.09. (2) Drug 1: C1=C(C(=O)NC(=O)N1)N(CCCl)CCCl. Drug 2: CC1=CC=C(C=C1)C2=CC(=NN2C3=CC=C(C=C3)S(=O)(=O)N)C(F)(F)F. Cell line: UACC62. Synergy scores: CSS=14.7, Synergy_ZIP=-7.24, Synergy_Bliss=-6.30, Synergy_Loewe=-11.7, Synergy_HSA=-7.21.